This data is from Full USPTO retrosynthesis dataset with 1.9M reactions from patents (1976-2016). The task is: Predict the reactants needed to synthesize the given product. (1) Given the product [C:1]([O:5][C:6]([N:8]1[CH2:9][CH2:10][N:11]([C:14]2[C:22]3[O:21][C:20]([C:23](=[O:34])[NH2:24])=[C:19]([CH2:25][C:26]4[CH:27]=[CH:28][CH:29]=[CH:30][CH:31]=4)[C:18]=3[CH:17]=[C:16]([CH3:32])[CH:15]=2)[CH2:12][CH2:13]1)=[O:7])([CH3:4])([CH3:3])[CH3:2], predict the reactants needed to synthesize it. The reactants are: [C:1]([O:5][C:6]([N:8]1[CH2:13][CH2:12][N:11]([C:14]2[C:22]3[O:21][C:20]([C:23]#[N:24])=[C:19]([CH2:25][C:26]4[CH:31]=[CH:30][CH:29]=[CH:28][CH:27]=4)[C:18]=3[CH:17]=[C:16]([CH3:32])[CH:15]=2)[CH2:10][CH2:9]1)=[O:7])([CH3:4])([CH3:3])[CH3:2].B1([O-])O[O:34]1.O.O.O.O.[Na+].C(O)C. (2) Given the product [CH:13]1([N:3]2[CH2:2][CH2:1][C:6]3([CH2:11][CH2:10][C:9](=[O:12])[CH2:8][CH2:7]3)[CH2:5][CH2:4]2)[CH2:16][CH2:15][CH2:14]1, predict the reactants needed to synthesize it. The reactants are: [CH2:1]1[C:6]2([CH2:11][CH2:10][C:9](=[O:12])[CH2:8][CH2:7]2)[CH2:5][CH2:4][NH:3][CH2:2]1.[C:13]1(=O)[CH2:16][CH2:15][CH2:14]1.C(O[BH-](OC(=O)C)OC(=O)C)(=O)C.[Na+].C(=O)([O-])[O-].[Na+].[Na+]. (3) Given the product [Cl:25][C:19]1[C:18]([CH3:26])=[C:17]([NH:16][C@@H:11]([C:10]2[O:7][C:6]([C:5]3[CH:28]=[CH:29][C:2]([Cl:1])=[CH:3][CH:4]=3)=[N:8][N:9]=2)[C:12]([OH:15])([CH3:14])[CH3:13])[CH:22]=[CH:21][C:20]=1[C:23]#[N:24], predict the reactants needed to synthesize it. The reactants are: [Cl:1][C:2]1[CH:29]=[CH:28][C:5]([C:6]([NH:8][NH:9][C:10](=O)[C@H:11]([NH:16][C:17]2[CH:22]=[CH:21][C:20]([C:23]#[N:24])=[C:19]([Cl:25])[C:18]=2[CH3:26])[C:12]([OH:15])([CH3:14])[CH3:13])=[O:7])=[CH:4][CH:3]=1.CCN(P1(N(C)CCCN1C)=NC(C)(C)C)CC. (4) Given the product [C:46]([C:45]1[CH:48]=[C:49]2[C:50](=[CH:43][CH:44]=1)[NH:51][C:16]([C:14]1[CH:15]=[C:10]([CH:4]([CH2:5][C:6]([OH:8])=[O:7])[C:3]([OH:2])=[O:41])[CH:11]=[C:12]([C:25]3[CH:30]=[C:29]([C:31]([NH2:33])=[O:32])[CH:28]=[CH:27][C:26]=3[OH:34])[C:13]=1[OH:18])=[CH:17]2)(=[NH:47])[NH2:61], predict the reactants needed to synthesize it. The reactants are: C[O:2][C:3](=[O:41])[CH:4]([C:10]1[CH:11]=[C:12]([C:25]2[CH:30]=[C:29]([C:31]([NH2:33])=[O:32])[CH:28]=[CH:27][C:26]=2[O:34]C(OC)OCC)[C:13]([O:18]COCCOC)=[C:14]([C:16]#[CH:17])[CH:15]=1)[CH2:5][C:6]([O:8]C)=[O:7].I[C:43]1[CH:44]=[C:45]([CH:48]=[CH:49][C:50]=1[NH:51]C(OC(C)(C)C)=O)[C:46]#[N:47].C([N:61](CC)CC)C.N#N.C(O)(=O)CC(CC(O)=O)(C(O)=O)O.